This data is from Peptide-MHC class I binding affinity with 185,985 pairs from IEDB/IMGT. The task is: Regression. Given a peptide amino acid sequence and an MHC pseudo amino acid sequence, predict their binding affinity value. This is MHC class I binding data. (1) The peptide sequence is SWIQNEFNK. The MHC is HLA-A68:01 with pseudo-sequence HLA-A68:01. The binding affinity (normalized) is 0.234. (2) The peptide sequence is ILHLILWIL. The MHC is BoLA-HD6 with pseudo-sequence BoLA-HD6. The binding affinity (normalized) is 0.0847. (3) The MHC is HLA-B15:17 with pseudo-sequence HLA-B15:17. The binding affinity (normalized) is 0.0847. The peptide sequence is FMKVKFEAL. (4) The peptide sequence is KSAQVPLPL. The MHC is HLA-B58:01 with pseudo-sequence HLA-B58:01. The binding affinity (normalized) is 0.715. (5) The peptide sequence is LSDLCNFLV. The MHC is HLA-B15:01 with pseudo-sequence HLA-B15:01. The binding affinity (normalized) is 0.0847. (6) The peptide sequence is RMMETWHPL. The MHC is HLA-B08:03 with pseudo-sequence HLA-B08:03. The binding affinity (normalized) is 0.399.